From a dataset of Forward reaction prediction with 1.9M reactions from USPTO patents (1976-2016). Predict the product of the given reaction. (1) Given the reactants [C:1]([O:5][C:6]([N:8]1[CH2:12][C@H:11]([OH:13])[CH2:10][C@H:9]1[C:14]([N:16]1[CH2:20][CH2:19][S:18][CH2:17]1)=[O:15])=[O:7])([CH3:4])([CH3:3])[CH3:2].C(N(CC)CC)C.[CH3:28][S:29](Cl)(=[O:31])=[O:30], predict the reaction product. The product is: [C:1]([O:5][C:6]([N:8]1[CH2:12][C@H:11]([O:13][S:29]([CH3:28])(=[O:31])=[O:30])[CH2:10][C@H:9]1[C:14]([N:16]1[CH2:20][CH2:19][S:18][CH2:17]1)=[O:15])=[O:7])([CH3:4])([CH3:2])[CH3:3]. (2) Given the reactants [CH3:1][CH:2]([CH3:13])[CH:3]([C:7]1[CH:12]=[CH:11][CH:10]=[CH:9][CH:8]=1)[C:4]([OH:6])=O.S(Cl)(Cl)=O.C[Si](C)(C)[O:20][CH:21](O[Si](C)(C)C)CO[Si](C)(C)C, predict the reaction product. The product is: [OH:20][CH2:21][C:4](=[O:6])[CH:3]([C:7]1[CH:12]=[CH:11][CH:10]=[CH:9][CH:8]=1)[CH:2]([CH3:1])[CH3:13]. (3) Given the reactants [O:1]1[CH:5]=[CH:4][CH:3]=[C:2]1[C:6]1[C:11]([I:12])=[C:10](S(C)=O)[N:9]=[C:8]([NH2:16])[N:7]=1.[CH2:17]([OH:21])[CH2:18][CH2:19][CH3:20].C1CCN2C(=NCCC2)CC1, predict the reaction product. The product is: [CH2:17]([O:21][C:10]1[C:11]([I:12])=[C:6]([C:2]2[O:1][CH:5]=[CH:4][CH:3]=2)[N:7]=[C:8]([NH2:16])[N:9]=1)[CH2:18][CH2:19][CH3:20]. (4) Given the reactants Cl.[F:2][C:3]([F:38])([F:37])[C:4]1[CH:5]=[C:6]([C@H:14]([O:16][C@H:17]2[CH2:22][CH2:21][N:20]([C:23]([CH:25]3[CH2:30][CH2:29][NH:28][CH2:27][CH2:26]3)=[O:24])[CH2:19][C@H:18]2[C:31]2[CH:36]=[CH:35][CH:34]=[CH:33][CH:32]=2)[CH3:15])[CH:7]=[C:8]([C:10]([F:13])([F:12])[F:11])[CH:9]=1.[Cl:39][CH2:40][C:41]([N:43]([CH3:45])[CH3:44])=[O:42], predict the reaction product. The product is: [ClH:39].[F:13][C:10]([F:11])([F:12])[C:8]1[CH:7]=[C:6]([C@H:14]([O:16][C@H:17]2[CH2:22][CH2:21][N:20]([C:23]([CH:25]3[CH2:26][CH2:27][N:28]([CH2:40][C:41]([N:43]([CH3:45])[CH3:44])=[O:42])[CH2:29][CH2:30]3)=[O:24])[CH2:19][C@H:18]2[C:31]2[CH:36]=[CH:35][CH:34]=[CH:33][CH:32]=2)[CH3:15])[CH:5]=[C:4]([C:3]([F:2])([F:37])[F:38])[CH:9]=1. (5) Given the reactants [CH2:1]([N:8]1[CH:13]2[CH:14]([OH:16])[CH2:15][CH:9]1[CH2:10][CH:11]([C:17]#[N:18])[CH2:12]2)[C:2]1[CH:7]=[CH:6][CH:5]=[CH:4][CH:3]=1.CC(OI1(OC(C)=O)(OC(C)=O)OC(=O)C2C=CC=CC1=2)=O, predict the reaction product. The product is: [CH2:1]([N:8]1[CH:13]2[C:14](=[O:16])[CH2:15][CH:9]1[CH2:10][CH:11]([C:17]#[N:18])[CH2:12]2)[C:2]1[CH:3]=[CH:4][CH:5]=[CH:6][CH:7]=1. (6) Given the reactants P([Cl:9])(OCC)(OCC)=O.[CH3:10][O:11][CH2:12][C@H:13]([NH:38][C:39]([C:41]1[S:45][C:44]([CH3:46])=[N:43][CH:42]=1)=[O:40])[C:14]([NH:16][C@@H:17]([CH2:35][O:36][CH3:37])[C:18]([NH:20][C@@H:21]([CH2:28][C:29]1[CH:34]=[CH:33][CH:32]=[CH:31][CH:30]=1)[C:22]([C@@:24]1([CH3:27])[CH2:26][O:25]1)=[O:23])=[O:19])=[O:15], predict the reaction product. The product is: [Cl:9][CH2:26][C@:24]([OH:25])([CH3:27])[C:22](=[O:23])[C@@H:21]([NH:20][C:18](=[O:19])[C@@H:17]([NH:16][C:14](=[O:15])[C@@H:13]([NH:38][C:39]([C:41]1[S:45][C:44]([CH3:46])=[N:43][CH:42]=1)=[O:40])[CH2:12][O:11][CH3:10])[CH2:35][O:36][CH3:37])[CH2:28][C:29]1[CH:34]=[CH:33][CH:32]=[CH:31][CH:30]=1. (7) The product is: [NH2:12][C:11]1[C:2]([Cl:1])=[N:3][C:4]2[C:9]([C:10]=1[NH:15][CH2:16][CH2:17][O:18][CH2:19][CH2:20][O:21][CH2:22][CH2:23][O:24][CH2:25][CH2:26][P:27](=[O:34])([O:28][CH2:29][CH3:30])[O:31][CH2:32][CH3:33])=[CH:8][CH:7]=[CH:6][CH:5]=2. Given the reactants [Cl:1][C:2]1[C:11]([N+:12]([O-])=O)=[C:10]([NH:15][CH2:16][CH2:17][O:18][CH2:19][CH2:20][O:21][CH2:22][CH2:23][O:24][CH2:25][CH2:26][P:27](=[O:34])([O:31][CH2:32][CH3:33])[O:28][CH2:29][CH3:30])[C:9]2[C:4](=[CH:5][CH:6]=[CH:7][CH:8]=2)[N:3]=1.[O-]S([O-])(=O)=O.[Mg+2], predict the reaction product.